Task: Predict the reactants needed to synthesize the given product.. Dataset: Full USPTO retrosynthesis dataset with 1.9M reactions from patents (1976-2016) (1) Given the product [CH3:12][O:11][C:10]1[C:2]2[NH:1][C:22](=[O:21])[NH:34][C:3]=2[CH:7]=[CH:8][CH:9]=1, predict the reactants needed to synthesize it. The reactants are: [NH2:1][C:2]1[C:10]([O:11][CH3:12])=[CH:9][CH:8]=[CH:7][C:3]=1C(O)=O.P(N=[N+]=[N-])(=O)([O:21][C:22]1C=CC=CC=1)OC1C=CC=CC=1.C([N:34](CC)CC)C. (2) Given the product [N:1]1[C:2]([CH2:10][C:11]([OH:13])=[O:12])=[CH:3][N:4]2[CH:9]=[CH:8][CH:7]=[CH:6][C:5]=12, predict the reactants needed to synthesize it. The reactants are: [N:1]1[C:2]([CH2:10][C:11]([O:13]CC)=[O:12])=[CH:3][N:4]2[CH:9]=[CH:8][CH:7]=[CH:6][C:5]=12.[OH-].[Na+]. (3) Given the product [Br:1][C:2]1[CH:3]=[CH:4][C:5]([O:21][CH2:22][O:23][CH3:24])=[C:6]([CH2:8]/[CH:9]=[C:10](\[CH3:20])/[CH2:11][OH:12])[CH:7]=1, predict the reactants needed to synthesize it. The reactants are: [Br:1][C:2]1[CH:3]=[CH:4][C:5]([O:21][CH2:22][O:23][CH3:24])=[C:6]([CH2:8]/[CH:9]=[C:10](\[CH3:20])/[CH2:11][O:12][Si](C(C)(C)C)(C)C)[CH:7]=1.[F-].C([N+](CCCC)(CCCC)CCCC)CCC. (4) Given the product [CH3:13][O:12][C:3]1[CH:4]=[CH:5][C:6]2[C:7](=[O:11])[CH2:8][O:9][C:10]=2[C:2]=1[C:15]#[C:14][CH:16]1[CH2:17][CH2:18][N:19]([C:22]([O:24][C:25]([CH3:28])([CH3:27])[CH3:26])=[O:23])[CH2:20][CH2:21]1, predict the reactants needed to synthesize it. The reactants are: I[C:2]1[C:10]2[O:9][CH2:8][C:7](=[O:11])[C:6]=2[CH:5]=[CH:4][C:3]=1[O:12][CH3:13].[C:14]([CH:16]1[CH2:21][CH2:20][N:19]([C:22]([O:24][C:25]([CH3:28])([CH3:27])[CH3:26])=[O:23])[CH2:18][CH2:17]1)#[CH:15]. (5) Given the product [C:1]([CH:3]1[CH2:4][N:5]([C:7](=[O:42])[C@H:8]([NH:12][C:13]([C:15]2[C:23]3[C:18](=[N:19][CH:20]=[C:21]([C:24]4[S:32][C:31]5[C:26](=[N:27][CH:28]=[CH:29][C:30]=5[Cl:33])[CH:25]=4)[N:22]=3)[NH:17][CH:16]=2)=[O:14])[CH:9]2[CH2:11][CH2:10]2)[CH2:6]1)#[N:2], predict the reactants needed to synthesize it. The reactants are: [C:1]([CH:3]1[CH2:6][N:5]([C:7](=[O:42])[C@H:8]([NH:12][C:13]([C:15]2[C:23]3[C:18](=[N:19][CH:20]=[C:21]([C:24]4[S:32][C:31]5[C:26](=[N:27][CH:28]=[CH:29][C:30]=5[Cl:33])[CH:25]=4)[N:22]=3)[N:17](COCC[Si](C)(C)C)[CH:16]=2)=[O:14])[CH:9]2[CH2:11][CH2:10]2)[CH2:4]1)#[N:2].FC(F)(F)C(O)=O. (6) Given the product [C:16]([C:15]1[CH:14]=[CH:13][C:12]([CH:10]2[C:9]3[C:8](=[O:20])[CH2:7][CH2:6][CH2:5][C:4]=3[N:3]([C:21]3[CH:26]=[CH:25][CH:24]=[C:23]([C:27]([F:30])([F:28])[F:29])[CH:22]=3)[C:2](=[O:1])[N:11]2[C:34]([O:36][CH3:37])=[O:35])=[CH:19][CH:18]=1)#[N:17], predict the reactants needed to synthesize it. The reactants are: [O:1]=[C:2]1[NH:11][CH:10]([C:12]2[CH:19]=[CH:18][C:15]([C:16]#[N:17])=[CH:14][CH:13]=2)[C:9]2[C:8](=[O:20])[CH2:7][CH2:6][CH2:5][C:4]=2[N:3]1[C:21]1[CH:26]=[CH:25][CH:24]=[C:23]([C:27]([F:30])([F:29])[F:28])[CH:22]=1.[H-].[Na+].Cl[C:34]([O:36][CH3:37])=[O:35]. (7) Given the product [CH2:32]([O:31][C:29]([N:8]1[CH2:13][CH:12]([O:14][CH3:15])[O:11][CH:10]([CH2:16][N:17]2[C:18](=[O:27])[C:19]3=[CH:26][CH:25]=[CH:24][CH:23]=[C:20]3[C:21]2=[O:22])[CH2:9]1)=[O:30])[C:33]1[CH:38]=[CH:37][CH:36]=[CH:35][CH:34]=1, predict the reactants needed to synthesize it. The reactants are: C([N:8]1[CH2:13][CH:12]([O:14][CH3:15])[O:11][CH:10]([CH2:16][N:17]2[C:21](=[O:22])[C:20]3=[CH:23][CH:24]=[CH:25][CH:26]=[C:19]3[C:18]2=[O:27])[CH2:9]1)C1C=CC=CC=1.Cl[C:29]([O:31][CH2:32][C:33]1[CH:38]=[CH:37][CH:36]=[CH:35][CH:34]=1)=[O:30]. (8) Given the product [NH2:1][C:4]1[CH:13]=[CH:12][C:7]([C:8]([O:10][CH3:11])=[O:9])=[C:6]([C:14]([F:15])([F:16])[F:17])[CH:5]=1, predict the reactants needed to synthesize it. The reactants are: [N+:1]([C:4]1[CH:13]=[CH:12][C:7]([C:8]([O:10][CH3:11])=[O:9])=[C:6]([C:14]([F:17])([F:16])[F:15])[CH:5]=1)([O-])=O.O.O.[Sn](Cl)(Cl)(Cl)Cl. (9) Given the product [ClH:27].[ClH:27].[N:21]1([C:18]2[N:17]=[CH:16][C:15]([NH:14][CH:11]3[CH2:12][CH2:13][NH:8][CH2:9][CH2:10]3)=[CH:20][CH:19]=2)[CH2:22][CH2:23][O:24][CH2:25][CH2:26]1, predict the reactants needed to synthesize it. The reactants are: C(OC([N:8]1[CH2:13][CH2:12][CH:11]([NH:14][C:15]2[CH:16]=[N:17][C:18]([N:21]3[CH2:26][CH2:25][O:24][CH2:23][CH2:22]3)=[CH:19][CH:20]=2)[CH2:10][CH2:9]1)=O)(C)(C)C.[ClH:27]. (10) Given the product [CH2:19]([O:1][C:2]1[C:11]2[C:6](=[CH:7][CH:8]=[CH:9][CH:10]=2)[C:5]([CH:12]=[O:13])=[C:4]([CH3:14])[C:3]=1[CH3:15])[C:20]#[C:21][CH3:22], predict the reactants needed to synthesize it. The reactants are: [OH:1][C:2]1[C:11]2[C:6](=[CH:7][CH:8]=[CH:9][CH:10]=2)[C:5]([CH:12]=[O:13])=[C:4]([CH3:14])[C:3]=1[CH3:15].[H-].[Na+].Br[CH2:19][C:20]#[C:21][CH3:22].